From a dataset of Forward reaction prediction with 1.9M reactions from USPTO patents (1976-2016). Predict the product of the given reaction. (1) Given the reactants [CH2:1]([O:3][C:4]([C:6]1[C:10]([C:11]2[CH:16]=[CH:15][CH:14]=[CH:13][C:12]=2[CH3:17])=[CH:9][S:8][C:7]=1[NH2:18])=[O:5])[CH3:2].[C:19]1(=O)[O:24][C:22](=[O:23])[C:21]2=[CH:25][CH:26]=[CH:27][CH:28]=[C:20]12, predict the reaction product. The product is: [CH2:1]([O:3][C:4]([C:6]1[C:10]([C:11]2[CH:16]=[CH:15][CH:14]=[CH:13][C:12]=2[CH3:17])=[CH:9][S:8][C:7]=1[N:18]1[C:22](=[O:23])[C:21]2[C:20](=[CH:28][CH:27]=[CH:26][CH:25]=2)[C:19]1=[O:24])=[O:5])[CH3:2]. (2) Given the reactants [NH2:1][C:2]1[CH:7]=[CH:6][C:5]([O:8][C:9]2[CH:14]=[CH:13][C:12]([C:15](=[O:17])[CH3:16])=[CH:11][CH:10]=2)=[CH:4][C:3]=1[N+:18]([O-])=O.CO, predict the reaction product. The product is: [NH2:18][C:3]1[CH:4]=[C:5]([O:8][C:9]2[CH:14]=[CH:13][C:12]([CH:15]([OH:17])[CH3:16])=[CH:11][CH:10]=2)[CH:6]=[CH:7][C:2]=1[NH2:1].